This data is from Catalyst prediction with 721,799 reactions and 888 catalyst types from USPTO. The task is: Predict which catalyst facilitates the given reaction. (1) Reactant: [C:1]1([NH:7][C:8]2[N:15]=[CH:14][CH:13]=[CH:12][C:9]=2[CH:10]=O)[CH:6]=[CH:5][CH:4]=[CH:3][CH:2]=1.[C:16](OCC)(=[O:23])[CH2:17][C:18]([O:20][CH2:21][CH3:22])=[O:19].N1CCCCC1. Product: [O:23]=[C:16]1[C:17]([C:18]([O:20][CH2:21][CH3:22])=[O:19])=[CH:10][C:9]2[C:8](=[N:15][CH:14]=[CH:13][CH:12]=2)[N:7]1[C:1]1[CH:6]=[CH:5][CH:4]=[CH:3][CH:2]=1. The catalyst class is: 8. (2) Reactant: [O:1]1CCO[CH:2]1[C:6]1[CH:7]=[C:8](/[CH:11]=[CH:12]/[C:13]([O:15][CH3:16])=[O:14])[S:9][CH:10]=1.C(O)(=O)C.O. Product: [CH:2]([C:6]1[CH:7]=[C:8](/[CH:11]=[CH:12]/[C:13]([O:15][CH3:16])=[O:14])[S:9][CH:10]=1)=[O:1]. The catalyst class is: 7. (3) Reactant: Cl[C:2]1[CH:9]=[CH:8][C:5]([C:6]#[N:7])=[CH:4][C:3]=1[N+:10]([O-:12])=[O:11].[CH2:13]([NH2:18])[CH2:14][CH:15]([CH3:17])[CH3:16]. Product: [CH3:16][CH:15]([CH3:17])[CH2:14][CH2:13][NH:18][C:2]1[CH:9]=[CH:8][C:5]([C:6]#[N:7])=[CH:4][C:3]=1[N+:10]([O-:12])=[O:11]. The catalyst class is: 3. (4) Reactant: [Cl:1][C:2]1[N:7]=[C:6](/[CH:8]=[CH:9]\OCC)[C:5]([F:13])=[CH:4][N:3]=1.BrN1C(=O)CCC1=O.[NH2:22][C:23]1[C:28]([Cl:29])=[CH:27][CH:26]=[CH:25][N:24]=1.C(=O)([O-])O.[Na+]. Product: [Cl:29][C:28]1[C:23]2[N:24]([C:8]([C:6]3[C:5]([F:13])=[CH:4][N:3]=[C:2]([Cl:1])[N:7]=3)=[CH:9][N:22]=2)[CH:25]=[CH:26][CH:27]=1. The catalyst class is: 38. (5) Reactant: C(OC([C:6]1[C:14]2[CH2:13][CH2:12][N:11]([C:15]3[CH:20]=[CH:19][C:18]([N:21]4[CH2:26][CH2:25][CH2:24][CH2:23][C:22]4=[O:27])=[CH:17][CH:16]=3)[C:10](=[O:28])[C:9]=2[N:8]([C:29]2[CH:34]=[CH:33][C:32]([O:35][CH3:36])=[CH:31][CH:30]=2)[N:7]=1)=O)C.C[Mg+].[Br-]. Product: [OH:35][C:32]([C:6]1[C:14]2[CH2:13][CH2:12][N:11]([C:15]3[CH:20]=[CH:19][C:18]([N:21]4[CH2:26][CH2:25][CH2:24][CH2:23][C:22]4=[O:27])=[CH:17][CH:16]=3)[C:10](=[O:28])[C:9]=2[N:8]([C:29]2[CH:34]=[CH:33][C:32]([O:35][CH3:36])=[CH:31][CH:30]=2)[N:7]=1)([CH3:33])[CH3:31]. The catalyst class is: 1.